Dataset: Full USPTO retrosynthesis dataset with 1.9M reactions from patents (1976-2016). Task: Predict the reactants needed to synthesize the given product. (1) Given the product [Cl:1][C:2]1[CH:3]=[C:4]([N+:14]([O-:16])=[O:15])[C:5]([CH2:12][CH3:13])=[C:6]([CH:11]=1)[C:7]([O:9][CH3:10])=[O:8], predict the reactants needed to synthesize it. The reactants are: [Cl:1][C:2]1[CH:3]=[CH:4][C:5]([CH2:12][CH3:13])=[C:6]([CH:11]=1)[C:7]([O:9][CH3:10])=[O:8].[N+:14]([O-])([OH:16])=[O:15]. (2) The reactants are: S(Cl)(Cl)=O.[Cl:5][C:6]1[CH:11]=[CH:10][C:9]([C:12]2[CH:13]=[CH:14][C:15]([C:18]#[C:19][C:20]3[CH:21]=[CH:22][C:23](/C=C/CO)=[N:24][CH:25]=3)=[N:16][CH:17]=2)=[CH:8][CH:7]=1.C(=O)(O)[O-].[Na+]. Given the product [Cl:5][C:6]1[CH:7]=[CH:8][C:9]([C:12]2[CH:13]=[CH:14][C:15]([C:18]#[C:19][C:20]3[CH:25]=[N:24][CH:23]=[CH:22][C:21]=3/[CH:8]=[CH:7]/[CH2:6][Cl:5])=[N:16][CH:17]=2)=[CH:10][CH:11]=1, predict the reactants needed to synthesize it. (3) The reactants are: C[O-].[Na+].[O:4]1[CH:8]=[CH:7][C:6]([CH:9]=O)=[CH:5]1.[N+:11]([CH3:14])([O-:13])=[O:12].CCOCC. Given the product [N+:11]([CH:14]=[CH:9][C:6]1[CH:7]=[CH:8][O:4][CH:5]=1)([O-:13])=[O:12], predict the reactants needed to synthesize it. (4) The reactants are: [F:1][C:2]1[CH:3]=[C:4]([NH:9][C:10]2[CH:15]=[CH:14][N:13]=[C:12]([NH:16][C:17]3[CH:22]=[CH:21][C:20]([S:23]([N:26]([CH3:33])[CH:27]4[CH2:32][CH2:31][NH:30][CH2:29][CH2:28]4)(=[O:25])=[O:24])=[CH:19][CH:18]=3)[N:11]=2)[CH:5]=[CH:6][C:7]=1[F:8].[F:34][C:35]([F:41])([F:40])[CH2:36][CH2:37][CH:38]=O. Given the product [F:1][C:2]1[CH:3]=[C:4]([NH:9][C:10]2[CH:15]=[CH:14][N:13]=[C:12]([NH:16][C:17]3[CH:18]=[CH:19][C:20]([S:23]([N:26]([CH3:33])[CH:27]4[CH2:32][CH2:31][N:30]([CH2:38][CH2:37][CH2:36][C:35]([F:41])([F:40])[F:34])[CH2:29][CH2:28]4)(=[O:24])=[O:25])=[CH:21][CH:22]=3)[N:11]=2)[CH:5]=[CH:6][C:7]=1[F:8], predict the reactants needed to synthesize it.